The task is: Predict the product of the given reaction.. This data is from Forward reaction prediction with 1.9M reactions from USPTO patents (1976-2016). (1) Given the reactants [NH2:1][C:2]1[CH:7]=[C:6]([OH:8])[C:5]([O:9][CH3:10])=[CH:4][C:3]=1[C:11]([N:13]1[CH2:17][CH2:16][CH2:15][C@H:14]1[CH2:18][OH:19])=[O:12].[C:20](O[C:20]([O:22][C:23]([CH3:26])([CH3:25])[CH3:24])=[O:21])([O:22][C:23]([CH3:26])([CH3:25])[CH3:24])=[O:21].[OH-].[Na+].CO, predict the reaction product. The product is: [OH:8][C:6]1[C:5]([O:9][CH3:10])=[CH:4][C:3]([C:11]([N:13]2[CH2:17][CH2:16][CH2:15][C@H:14]2[CH2:18][OH:19])=[O:12])=[C:2]([NH:1][C:20](=[O:21])[O:22][C:23]([CH3:26])([CH3:25])[CH3:24])[CH:7]=1. (2) Given the reactants C(N(C(C)C)CC)(C)C.[NH2:10][C:11]1[CH:12]=[C:13](/[CH:19]=[CH:20]/[CH2:21][OH:22])[CH:14]=[CH:15][C:16]=1[O:17][CH3:18].[N:23]1[N:27]2[CH:28]=[CH:29][CH:30]=[N:31][C:26]2=[C:25]([C:32](O)=[O:33])[CH:24]=1.C1C=CC2N(O)N=NC=2C=1.CN(C(ON1N=NC2C=CC=CC1=2)=[N+](C)C)C.F[P-](F)(F)(F)(F)F, predict the reaction product. The product is: [OH:22][CH2:21]/[CH:20]=[CH:19]/[C:13]1[CH:14]=[CH:15][C:16]([O:17][CH3:18])=[C:11]([NH:10][C:32]([C:25]2[CH:24]=[N:23][N:27]3[CH:28]=[CH:29][CH:30]=[N:31][C:26]=23)=[O:33])[CH:12]=1. (3) Given the reactants ClC1C=CC(S(Cl)(=O)=O)=CC=1C(F)(F)F.COC(C1C(N)=CC=CN=1)=O.ClC1C=CC(S(NC2C(C#N)=NC=C(C)C=2)(=O)=O)=CC=1C(F)(F)F.[Cl:51][C:52]1[CH:57]=[CH:56][C:55]([S:58]([NH:61][C:62]2[C:63]([C:69]([OH:71])=[O:70])=[N:64][CH:65]=[C:66](C)[CH:67]=2)(=[O:60])=[O:59])=[CH:54][C:53]=1[C:72]([F:75])([F:74])[F:73].[Li+].[OH-], predict the reaction product. The product is: [Cl:51][C:52]1[CH:57]=[CH:56][C:55]([S:58]([NH:61][C:62]2[C:63]([C:69]([OH:71])=[O:70])=[N:64][CH:65]=[CH:66][CH:67]=2)(=[O:59])=[O:60])=[CH:54][C:53]=1[C:72]([F:74])([F:73])[F:75]. (4) The product is: [CH:1]([O:4][C:5]([N:7]1[CH2:8][CH2:9][CH:10]([O:13][C:31]2[N:30]=[CH:29][N:28]=[C:27]3[N:23]([C:20]4[CH:19]=[CH:18][C:17]([Br:16])=[CH:22][CH:21]=4)[N:24]=[CH:25][C:26]=23)[CH2:11][CH2:12]1)=[O:6])([CH3:3])[CH3:2]. Given the reactants [CH:1]([O:4][C:5]([N:7]1[CH2:12][CH2:11][CH:10]([OH:13])[CH2:9][CH2:8]1)=[O:6])([CH3:3])[CH3:2].[H-].[Na+].[Br:16][C:17]1[CH:22]=[CH:21][C:20]([N:23]2[C:27]3=[N:28][CH:29]=[N:30][C:31](Cl)=[C:26]3[CH:25]=[N:24]2)=[CH:19][CH:18]=1, predict the reaction product. (5) Given the reactants [OH:1][C:2]1[CH:11]=[C:10]([CH3:12])[C:9]([CH2:13][C:14]2[CH:15]=[CH:16][C:17]([C:20]3[CH:25]=[CH:24][N:23]=[C:22]([CH3:26])[CH:21]=3)=[N:18][CH:19]=2)=[CH:8][C:3]=1[C:4]([O:6][CH3:7])=[O:5].[H-].[Na+].C1C=CC(N([S:36]([C:39]([F:42])([F:41])[F:40])(=[O:38])=[O:37])[S:36]([C:39]([F:42])([F:41])[F:40])(=[O:38])=[O:37])=CC=1.Cl, predict the reaction product. The product is: [CH3:12][C:10]1[C:9]([CH2:13][C:14]2[CH:15]=[CH:16][C:17]([C:20]3[CH:25]=[CH:24][N:23]=[C:22]([CH3:26])[CH:21]=3)=[N:18][CH:19]=2)=[CH:8][C:3]([C:4]([O:6][CH3:7])=[O:5])=[C:2]([O:1][S:36]([C:39]([F:42])([F:41])[F:40])(=[O:38])=[O:37])[CH:11]=1.